Dataset: Forward reaction prediction with 1.9M reactions from USPTO patents (1976-2016). Task: Predict the product of the given reaction. Given the reactants [C:1]([CH:3]([CH:7]1[C:11]([Cl:12])=[C:10](Cl)C(=O)O1)[C:4]([NH2:6])=[O:5])#[N:2].Cl.[CH2:16]([S:18]([C:21]1[CH:26]=[CH:25][C:24]([CH3:27])=[CH:23][C:22]=1[CH2:28][NH2:29])(=[O:20])=[O:19])[CH3:17].C(=O)([O-])[O-].[K+].[K+].[OH-].[Na+], predict the reaction product. The product is: [ClH:12].[Cl:12][C:11]1[CH:7]=[C:3]([C:4]([NH2:6])=[O:5])[C:1](=[NH:2])[N:29]([CH2:28][C:22]2[CH:23]=[C:24]([CH3:27])[CH:25]=[CH:26][C:21]=2[S:18]([CH2:16][CH3:17])(=[O:20])=[O:19])[CH:10]=1.